From a dataset of Forward reaction prediction with 1.9M reactions from USPTO patents (1976-2016). Predict the product of the given reaction. (1) Given the reactants [F-].C([N+](CCCC)(CCCC)CCCC)CCC.[Si]([O:26][C@@H:27]([CH2:38][O:39][CH2:40][CH3:41])[C:28]([NH:30][C:31]1[CH:36]=[CH:35][C:34]([CH3:37])=[CH:33][N:32]=1)=[O:29])(C(C)(C)C)(C)C, predict the reaction product. The product is: [CH2:40]([O:39][CH2:38][C@H:27]([OH:26])[C:28]([NH:30][C:31]1[CH:36]=[CH:35][C:34]([CH3:37])=[CH:33][N:32]=1)=[O:29])[CH3:41]. (2) Given the reactants [Cl:1][C:2]1[C:20]([S:21]([CH3:24])(=[O:23])=[O:22])=[CH:19][CH:18]=[CH:17][C:3]=1[CH2:4][C:5]1[CH:15]=[C:14]([F:16])[CH:13]=[CH:12][C:6]=1[O:7][CH2:8][C:9](O)=[O:10].[CH3:25][S:26]([NH2:29])(=[O:28])=[O:27], predict the reaction product. The product is: [Cl:1][C:2]1[C:20]([S:21]([CH3:24])(=[O:23])=[O:22])=[CH:19][CH:18]=[CH:17][C:3]=1[CH2:4][C:5]1[CH:15]=[C:14]([F:16])[CH:13]=[CH:12][C:6]=1[O:7][CH2:8][C:9]([NH:29][S:26]([CH3:25])(=[O:28])=[O:27])=[O:10].